This data is from Full USPTO retrosynthesis dataset with 1.9M reactions from patents (1976-2016). The task is: Predict the reactants needed to synthesize the given product. The reactants are: [CH3:1][CH:2]([CH3:6])[CH2:3][CH2:4][NH2:5].[C:7]([OH:12])(=O)[CH:8]([CH3:10])[CH3:9].[CH2:13]1[C:22]2[C:17](=[CH:18][CH:19]=[CH:20][CH:21]=2)[CH2:16][CH2:15][N:14]1[C:23]([NH:25][C:26]1[CH:34]=CC(C(O)=O)=C[CH:27]=1)=[O:24]. Given the product [C:7]([NH:5][CH2:4][CH2:3][C:2]1[CH:6]=[CH:27][C:26]([NH:25][C:23]([N:14]2[CH2:15][CH2:16][C:17]3[C:22](=[CH:21][CH:20]=[CH:19][CH:18]=3)[CH2:13]2)=[O:24])=[CH:34][CH:1]=1)(=[O:12])[CH:8]([CH3:10])[CH3:9], predict the reactants needed to synthesize it.